This data is from Reaction yield outcomes from USPTO patents with 853,638 reactions. The task is: Predict the reaction yield, written as a fraction of the theoretical maximum amount of product (1.0 means a 100% yield; for example, 0.34 means a 34% yield). (1) The reactants are [NH:1]1[C:5](=[O:6])[CH:4]=[CH:3][C:2]1=[O:7].FC(F)(F)C(O)=O.[CH2:15]([N:22]([CH2:28]OC)[CH2:23][Si](C)(C)C)[C:16]1[CH:21]=[CH:20][CH:19]=[CH:18][CH:17]=1. The catalyst is ClCCl. The product is [CH2:15]([N:22]1[CH2:28][C@@H:3]2[C:2](=[O:7])[NH:1][C:5](=[O:6])[C@@H:4]2[CH2:23]1)[C:16]1[CH:21]=[CH:20][CH:19]=[CH:18][CH:17]=1. The yield is 0.310. (2) The reactants are [NH2:1][CH:2]1[CH2:7][CH2:6][N:5]([C:8]2[CH:18]=[CH:17][C:11]([C:12]([O:14][CH2:15][CH3:16])=[O:13])=[CH:10][CH:9]=2)[CH2:4][CH2:3]1.CCN(CC)CC.[C:26](Cl)(=[O:33])[C:27]1[CH:32]=[CH:31][CH:30]=[CH:29][CH:28]=1. The catalyst is C(Cl)Cl. The product is [C:26]([NH:1][CH:2]1[CH2:7][CH2:6][N:5]([C:8]2[CH:18]=[CH:17][C:11]([C:12]([O:14][CH2:15][CH3:16])=[O:13])=[CH:10][CH:9]=2)[CH2:4][CH2:3]1)(=[O:33])[C:27]1[CH:32]=[CH:31][CH:30]=[CH:29][CH:28]=1. The yield is 1.00. (3) The reactants are [F:1][C:2]1[CH:3]=[C:4]([C:10](=[O:16])[CH2:11][CH2:12][C:13](=[O:15])[CH3:14])[CH:5]=[CH:6][C:7]=1SC.O[O:18][S:19]([O-:21])=O.[K+].[CH3:23]O. The catalyst is O. The product is [F:1][C:2]1[CH:3]=[C:4]([C:10](=[O:16])[CH2:11][CH2:12][C:13](=[O:15])[CH3:14])[CH:5]=[CH:6][C:7]=1[S:19]([CH3:23])(=[O:21])=[O:18]. The yield is 0.660. (4) The reactants are CC1C=CC(N2CCN(C)CC2)=CC=1N.CN1CCNCC1.CC1C=CC(N2CCOCC2)=CC=1N.COC1C=CC(CN(CC2C=CC(OC)=CC=2)C2N=CC(C3C4CCNC=4N=C(N4CCOCC4)N=3)=CN=2)=CC=1.[CH3:77][C:78]1[CH:83]=[CH:82][C:81]([N:84]2[CH2:89][CH2:88][N:87]([CH3:90])[CH2:86][CH2:85]2)=[CH:80][C:79]=1[NH:91][C:92]([N:94]1[C:98]2[N:99]=[C:100]([N:128]3[CH2:133][CH2:132][O:131][CH2:130][CH2:129]3)[N:101]=[C:102]([C:103]3[CH:104]=[N:105][C:106]([N:109](CC4C=CC(OC)=CC=4)CC4C=CC(OC)=CC=4)=[N:107][CH:108]=3)[C:97]=2[CH2:96][CH2:95]1)=[O:93]. No catalyst specified. The product is [CH3:77][C:78]1[CH:83]=[CH:82][C:81]([N:84]2[CH2:89][CH2:88][N:87]([CH3:90])[CH2:86][CH2:85]2)=[CH:80][C:79]=1[NH:91][C:92]([N:94]1[C:98]2[N:99]=[C:100]([N:128]3[CH2:133][CH2:132][O:131][CH2:130][CH2:129]3)[N:101]=[C:102]([C:103]3[CH:104]=[N:105][C:106]([NH2:109])=[N:107][CH:108]=3)[C:97]=2[CH2:96][CH2:95]1)=[O:93]. The yield is 0.560. (5) The reactants are C1(P(C2C=CC=CC=2)C2C=CC=CC=2)C=CC=CC=1.BrN1C(=O)CCC1=O.[CH:28]1([CH2:33][CH:34]([C:38]2[CH:43]=[CH:42][C:41]([N:44]3[C:48]([CH3:49])=[N:47][N:46]=[N:45]3)=[C:40]([C:50]([F:53])([F:52])[F:51])[CH:39]=2)[C:35](O)=[O:36])[CH2:32][CH2:31][CH2:30][CH2:29]1.[NH2:54][C:55]1[CH:60]=[CH:59][C:58]([Br:61])=[CH:57][N:56]=1. The catalyst is C(Cl)Cl. The product is [Br:61][C:58]1[CH:59]=[CH:60][C:55]([NH:54][C:35](=[O:36])[CH:34]([C:38]2[CH:43]=[CH:42][C:41]([N:44]3[C:48]([CH3:49])=[N:47][N:46]=[N:45]3)=[C:40]([C:50]([F:51])([F:53])[F:52])[CH:39]=2)[CH2:33][CH:28]2[CH2:29][CH2:30][CH2:31][CH2:32]2)=[N:56][CH:57]=1. The yield is 0.420. (6) The reactants are [CH2:1]([O:3][C:4](=[O:13])[CH2:5][C:6]1[C:11]([Cl:12])=[CH:10][CH:9]=[CH:8][N:7]=1)[CH3:2].Br[CH:15]([CH2:18][CH2:19][O:20][CH2:21][CH3:22])[CH:16]=O.C(=O)(O)[O-].[Na+]. The catalyst is C(Cl)Cl. The product is [CH2:1]([O:3][C:4]([C:5]1[CH:16]=[C:15]([CH2:18][CH2:19][O:20][CH2:21][CH3:22])[N:7]2[C:6]=1[C:11]([Cl:12])=[CH:10][CH:9]=[CH:8]2)=[O:13])[CH3:2]. The yield is 0.506. (7) The reactants are Cl[C:2]1[N:6]([CH2:7][CH2:8][CH2:9][C:10]([O:12][CH2:13][CH3:14])=[O:11])[C:5]2[C:15]([CH:19]([CH2:22][CH3:23])[CH2:20][CH3:21])=[CH:16][CH:17]=[CH:18][C:4]=2[N:3]=1.[CH3:24][O:25][C:26]1[CH:32]=[C:31]([O:33][CH3:34])[CH:30]=[CH:29][C:27]=1[NH2:28].C(=O)([O-])O.[Na+]. The catalyst is CN1CCCC1=O. The product is [CH3:24][O:25][C:26]1[CH:32]=[C:31]([O:33][CH3:34])[CH:30]=[CH:29][C:27]=1[NH:28][C:2]1[N:6]([CH2:7][CH2:8][CH2:9][C:10]([O:12][CH2:13][CH3:14])=[O:11])[C:5]2[C:15]([CH:19]([CH2:22][CH3:23])[CH2:20][CH3:21])=[CH:16][CH:17]=[CH:18][C:4]=2[N:3]=1. The yield is 0.890. (8) The reactants are [O:1]1[CH:5]([CH2:6][NH2:7])[CH2:4][C:3]2[CH:8]=[CH:9][C:10]3[CH2:11][CH2:12][CH2:13][C:14]=3[C:2]1=2.C(N(C(C)C)CC)(C)C.Cl[C:25]([O:27][CH2:28][C:29]1[CH:34]=[CH:33][CH:32]=[CH:31][CH:30]=1)=[O:26]. The catalyst is O1CCCC1. The product is [O:1]1[CH:5]([CH2:6][NH:7][C:25](=[O:26])[O:27][CH2:28][C:29]2[CH:34]=[CH:33][CH:32]=[CH:31][CH:30]=2)[CH2:4][C:3]2[CH:8]=[CH:9][C:10]3[CH2:11][CH2:12][CH2:13][C:14]=3[C:2]1=2. The yield is 0.680. (9) The reactants are [Cl:1][C:2]1[CH:7]=[C:6]([O:8][C:9]2[CH:10]=[N:11][C:12]([N+:15]([O-])=O)=[CH:13][CH:14]=2)[CH:5]=[CH:4][N:3]=1.[NH4+].[Cl-]. The catalyst is C1COCC1.CO.[Zn]. The product is [Cl:1][C:2]1[CH:7]=[C:6]([O:8][C:9]2[CH:14]=[CH:13][C:12]([NH2:15])=[N:11][CH:10]=2)[CH:5]=[CH:4][N:3]=1. The yield is 0.630. (10) The reactants are [CH3:1][O:2][C:3]1[CH:30]=[CH:29][C:6]([CH2:7][N:8]2[CH:12]=[C:11]([C:13]3[CH:18]=[CH:17][N+:16]([O-])=[CH:15][CH:14]=3)[C:10]([C:20]3[CH:25]=[CH:24][CH:23]=[C:22]([N+:26]([O-:28])=[O:27])[CH:21]=3)=[N:9]2)=[CH:5][CH:4]=1.[C:31]([NH2:35])([CH3:34])([CH3:33])[CH3:32].C1(C)C=CC(S(OS(C2C=CC(C)=CC=2)(=O)=O)(=O)=O)=CC=1. The catalyst is FC(C1C=CC=CC=1)(F)F.ClCCl. The product is [C:31]([NH:35][C:15]1[CH:14]=[C:13]([C:11]2[C:10]([C:20]3[CH:25]=[CH:24][CH:23]=[C:22]([N+:26]([O-:28])=[O:27])[CH:21]=3)=[N:9][N:8]([CH2:7][C:6]3[CH:29]=[CH:30][C:3]([O:2][CH3:1])=[CH:4][CH:5]=3)[CH:12]=2)[CH:18]=[CH:17][N:16]=1)([CH3:34])([CH3:33])[CH3:32]. The yield is 0.750.